Dataset: Reaction yield outcomes from USPTO patents with 853,638 reactions. Task: Predict the reaction yield, written as a fraction of the theoretical maximum amount of product (1.0 means a 100% yield; for example, 0.34 means a 34% yield). (1) The reactants are [Cl:1][C:2]1([C:5]([OH:7])=[O:6])[CH2:4][CH2:3]1.[F:8][C:9]1[C:14]([F:15])=[C:13]([F:16])[C:12]([F:17])=[C:11]([F:18])[C:10]=1O. The catalyst is C(Cl)Cl.CN(C1C=CN=CC=1)C.O. The product is [Cl:1][C:2]1([C:5]([O:7][C:10]2[C:11]([F:18])=[C:12]([F:17])[C:13]([F:16])=[C:14]([F:15])[C:9]=2[F:8])=[O:6])[CH2:4][CH2:3]1. The yield is 0.220. (2) The reactants are [CH3:1][O:2][C:3]1[C:12]2[CH2:13][NH:14][C:15](=[O:16])[C:11]=2[C:10]([O:17][CH2:18][C:19]2[CH:24]=[CH:23][C:22]([O:25][CH3:26])=[CH:21][CH:20]=2)=[C:9]2[C:4]=1[CH:5]=[CH:6][CH:7]=[N:8]2.[H-].[Na+].[Cl:29][C:30]1[CH:31]=[C:32]([CH:35]=[C:36]([Cl:38])[CH:37]=1)[CH2:33]Cl.[I-].[Na+]. The catalyst is CN(C)C=O.C(O)(=O)C. The product is [Cl:29][C:30]1[CH:31]=[C:32]([CH:35]=[C:36]([Cl:38])[CH:37]=1)[CH2:33][N:14]1[C:15](=[O:16])[C:11]2[C:10]([O:17][CH2:18][C:19]3[CH:24]=[CH:23][C:22]([O:25][CH3:26])=[CH:21][CH:20]=3)=[C:9]3[C:4]([CH:5]=[CH:6][CH:7]=[N:8]3)=[C:3]([O:2][CH3:1])[C:12]=2[CH2:13]1. The yield is 0.400. (3) The yield is 0.700. The product is [CH2:2]([C:4]1[N:5]=[C:6]([CH:9]([NH:20][C:28](=[O:30])[C@H:27]([C:32]2[CH:33]=[CH:34][CH:35]=[CH:36][CH:37]=2)[CH2:21][C:26]2[CH:42]=[CH:22][CH:23]=[CH:24][CH:25]=2)[CH2:10][C:11]2[CH:16]=[CH:15][C:14]([N+:17]([O-:19])=[O:18])=[CH:13][CH:12]=2)[S:7][CH:8]=1)[CH3:3]. The catalyst is CN(C=O)C.O. The reactants are Br.[CH2:2]([C:4]1[N:5]=[C:6]([C@@H:9]([NH2:20])[CH2:10][C:11]2[CH:16]=[CH:15][C:14]([N+:17]([O-:19])=[O:18])=[CH:13][CH:12]=2)[S:7][CH:8]=1)[CH3:3].[C:21]1([C:27]([C:32]2[CH:37]=[CH:36][CH:35]=[CH:34][CH:33]=2)(C)[C:28]([OH:30])=O)[CH:26]=[CH:25][CH:24]=[CH:23][CH:22]=1.ON1C2C=CC=C[C:42]=2N=N1.CN(C)CCCN=C=NCC.C(N(CC)CC)C. (4) The reactants are Br[C:2]1[CH:3]=[CH:4][C:5]([NH2:8])=[N:6][CH:7]=1.[C:9]1(B(O)O)[CH:14]=[CH:13][CH:12]=[CH:11][CH:10]=1.C([O-])([O-])=O.[Na+].[Na+].O. The catalyst is C(#N)C.C1C=CC([P]([Pd]([P](C2C=CC=CC=2)(C2C=CC=CC=2)C2C=CC=CC=2)([P](C2C=CC=CC=2)(C2C=CC=CC=2)C2C=CC=CC=2)[P](C2C=CC=CC=2)(C2C=CC=CC=2)C2C=CC=CC=2)(C2C=CC=CC=2)C2C=CC=CC=2)=CC=1. The product is [C:9]1([C:2]2[CH:3]=[CH:4][C:5]([NH2:8])=[N:6][CH:7]=2)[CH:14]=[CH:13][CH:12]=[CH:11][CH:10]=1. The yield is 0.610. (5) The reactants are O[CH:2]1[C:11]2[N:10]=[CH:9][CH:8]=[C:7]([O:12][CH3:13])[C:6]=2[CH2:5][CH2:4][CH2:3]1.[NH2:14]C1C2N=CC=CC=2CCC1. No catalyst specified. The product is [NH2:14][CH:2]1[C:11]2[N:10]=[CH:9][CH:8]=[C:7]([O:12][CH3:13])[C:6]=2[CH2:5][CH2:4][CH2:3]1. The yield is 0.680. (6) The reactants are [CH3:1][N:2]1[C:10]2[C:5](=[CH:6][CH:7]=[CH:8][CH:9]=2)[CH:4]=[C:3]1[C:11]([OH:13])=O.[NH2:14][C@H:15]([C:20]([NH:22][C@H:23]([CH:36]=[O:37])[CH2:24][C:25](=[N:31][NH:32][C:33]([NH2:35])=[O:34])[O:26][C:27]([CH3:30])([CH3:29])[CH3:28])=[O:21])[CH2:16][CH:17]([CH3:19])[CH3:18].CCN=C=NCCCN(C)C.CCOCC. The catalyst is C(Cl)Cl.CN(C1C=CN=CC=1)C. The product is [CH3:1][N:2]1[C:10]2[C:5](=[CH:6][CH:7]=[CH:8][CH:9]=2)[CH:4]=[C:3]1[C:11]([NH:14][C@H:15]([C:20]([NH:22][C@H:23]([CH:36]=[O:37])[CH2:24][C:25](=[N:31][NH:32][C:33]([NH2:35])=[O:34])[O:26][C:27]([CH3:29])([CH3:28])[CH3:30])=[O:21])[CH2:16][CH:17]([CH3:18])[CH3:19])=[O:13]. The yield is 0.800. (7) The reactants are [C:1]([C:3]([O:5][CH2:6][CH2:7][CH2:8][CH3:9])=[O:4])#[N:2].C1(N=[CH:17][C:18]2[O:19][CH:20]=[CH:21][C:22]=2[CH3:23])C=CC=CC=1.ClC(OCCCC)=O. The catalyst is C1(C)C(C)=CC=CC=1. The product is [CH2:6]([O:5][C:3]([C:1]1[CH:23]=[C:22]2[CH:21]=[CH:20][O:19][C:18]2=[CH:17][N:2]=1)=[O:4])[CH2:7][CH2:8][CH3:9]. The yield is 0.458. (8) The reactants are [NH2:1][C@H:2]([CH2:7][OH:8])[CH2:3][CH:4]([CH3:6])[CH3:5].[F:9][C:10]1[CH:15]=[CH:14][C:13]([C:16]2[O:20][N:19]=[C:18]([C:21]([NH:23][C@@H:24]([CH2:28][CH:29]([CH3:31])[CH3:30])[C:25]([OH:27])=O)=[O:22])[CH:17]=2)=[CH:12][CH:11]=1.C(Cl)CCl.C1C=CC2N(O)N=NC=2C=1.CCN(C(C)C)C(C)C. The catalyst is CC#N. The product is [F:9][C:10]1[CH:11]=[CH:12][C:13]([C:16]2[O:20][N:19]=[C:18]([C:21]([NH:23][C@@H:24]([CH2:28][CH:29]([CH3:31])[CH3:30])[C:25]([NH:1][C@@H:2]([CH2:3][CH:4]([CH3:6])[CH3:5])[CH2:7][OH:8])=[O:27])=[O:22])[CH:17]=2)=[CH:14][CH:15]=1. The yield is 0.700. (9) The reactants are [H-].[Na+].Cl[CH2:4][CH2:5][NH:6][C:7]([NH:9][C:10]1[CH:15]=[CH:14][N:13]=[CH:12][CH:11]=1)=[O:8].O1CCCC1.CN(C=O)C. The catalyst is CO. The product is [N:13]1[CH:14]=[CH:15][C:10]([N:9]2[CH2:4][CH2:5][NH:6][C:7]2=[O:8])=[CH:11][CH:12]=1. The yield is 0.270. (10) The reactants are [CH:1]1[C:10]2[C:5](=[CH:6][CH:7]=[CH:8][CH:9]=2)[CH:4]=[CH:3][C:2]=1[SH:11].[H-].[Na+].[C:14]1(=[O:19])[O:18][CH2:17][CH2:16][CH2:15]1. The catalyst is CN(C=O)C.C(OCC)(=O)C. The product is [CH:1]1[C:10]2[C:5](=[CH:6][CH:7]=[CH:8][CH:9]=2)[CH:4]=[CH:3][C:2]=1[S:11][CH2:17][CH2:16][CH2:15][C:14]([OH:19])=[O:18]. The yield is 0.530.